Task: Predict which catalyst facilitates the given reaction.. Dataset: Catalyst prediction with 721,799 reactions and 888 catalyst types from USPTO (1) Reactant: [O:1]1[CH2:6][CH2:5][CH:4]([CH2:7][OH:8])[CH2:3][CH2:2]1.F[C:10]1[CH:15]=[CH:14][C:13]([S:16]([N:19]([CH2:31][CH:32]([CH3:34])[CH3:33])[C:20]2[C:25]([O:26][CH3:27])=[CH:24][C:23]([CH:28]([CH3:30])[CH3:29])=[CH:22][N:21]=2)(=[O:18])=[O:17])=[CH:12][CH:11]=1.[H-].[Na+]. Product: [CH2:31]([N:19]([C:20]1[C:25]([O:26][CH3:27])=[CH:24][C:23]([CH:28]([CH3:30])[CH3:29])=[CH:22][N:21]=1)[S:16]([C:13]1[CH:14]=[CH:15][C:10]([O:8][CH2:7][CH:4]2[CH2:5][CH2:6][O:1][CH2:2][CH2:3]2)=[CH:11][CH:12]=1)(=[O:18])=[O:17])[CH:32]([CH3:34])[CH3:33]. The catalyst class is: 16. (2) Reactant: [C:1]([O:5][C:6]([N:8]1[CH2:11][CH:10]([NH:12][C:13]2[CH:18]=[C:17]([F:19])[CH:16]=[CH:15][C:14]=2[NH2:20])[CH2:9]1)=[O:7])([CH3:4])([CH3:3])[CH3:2].[CH2:21]([O:28][C:29]([NH:31][C@@H:32]([CH3:36])[C:33](O)=[O:34])=[O:30])[C:22]1[CH:27]=[CH:26][CH:25]=[CH:24][CH:23]=1.C1C=NC2N(O)N=NC=2C=1.CN1CCOCC1.Cl.CN(C)CCCN=C=NCC. Product: [C:1]([O:5][C:6]([N:8]1[CH2:9][CH:10]([NH:12][C:13]2[CH:18]=[C:17]([F:19])[CH:16]=[CH:15][C:14]=2[NH:20][C:33](=[O:34])[C@@H:32]([NH:31][C:29]([O:28][CH2:21][C:22]2[CH:27]=[CH:26][CH:25]=[CH:24][CH:23]=2)=[O:30])[CH3:36])[CH2:11]1)=[O:7])([CH3:4])([CH3:2])[CH3:3]. The catalyst class is: 2. (3) Reactant: [Cl:1][C:2]1[CH:7]=[CH:6][CH:5]=[CH:4][C:3]=1I.CC([O-])(C)C.[Na+].CC1(C)C2C(=C(P(C3C=CC=CC=3)C3C=CC=CC=3)C=CC=2)OC2C(P(C3C=CC=CC=3)C3C=CC=CC=3)=CC=CC1=2.[NH2:57][CH:58]1[CH2:63][CH2:62][N:61]([C:64]([O:66][C:67]([CH3:70])([CH3:69])[CH3:68])=[O:65])[CH2:60][CH2:59]1. Product: [Cl:1][C:2]1[CH:7]=[CH:6][CH:5]=[CH:4][C:3]=1[NH:57][CH:58]1[CH2:59][CH2:60][N:61]([C:64]([O:66][C:67]([CH3:70])([CH3:69])[CH3:68])=[O:65])[CH2:62][CH2:63]1. The catalyst class is: 62.